Dataset: NCI-60 drug combinations with 297,098 pairs across 59 cell lines. Task: Regression. Given two drug SMILES strings and cell line genomic features, predict the synergy score measuring deviation from expected non-interaction effect. (1) Drug 1: C1CN1C2=NC(=NC(=N2)N3CC3)N4CC4. Drug 2: C1=CC(=CC=C1CC(C(=O)O)N)N(CCCl)CCCl.Cl. Cell line: A498. Synergy scores: CSS=10.3, Synergy_ZIP=-5.45, Synergy_Bliss=1.39, Synergy_Loewe=-1.44, Synergy_HSA=1.44. (2) Drug 1: C1=NC2=C(N1)C(=S)N=C(N2)N. Drug 2: C1C(C(OC1N2C=NC3=C(N=C(N=C32)Cl)N)CO)O. Cell line: HL-60(TB). Synergy scores: CSS=63.3, Synergy_ZIP=0.247, Synergy_Bliss=-0.0388, Synergy_Loewe=0.644, Synergy_HSA=1.57. (3) Drug 1: CNC(=O)C1=NC=CC(=C1)OC2=CC=C(C=C2)NC(=O)NC3=CC(=C(C=C3)Cl)C(F)(F)F. Drug 2: C#CCC(CC1=CN=C2C(=N1)C(=NC(=N2)N)N)C3=CC=C(C=C3)C(=O)NC(CCC(=O)O)C(=O)O. Cell line: 786-0. Synergy scores: CSS=4.25, Synergy_ZIP=-4.42, Synergy_Bliss=-10.3, Synergy_Loewe=-98.7, Synergy_HSA=-11.5. (4) Drug 1: COC1=NC(=NC2=C1N=CN2C3C(C(C(O3)CO)O)O)N. Drug 2: COCCOC1=C(C=C2C(=C1)C(=NC=N2)NC3=CC=CC(=C3)C#C)OCCOC.Cl. Cell line: OVCAR-4. Synergy scores: CSS=3.36, Synergy_ZIP=-2.55, Synergy_Bliss=-3.30, Synergy_Loewe=-4.90, Synergy_HSA=-3.21. (5) Drug 1: CCC1=C2CN3C(=CC4=C(C3=O)COC(=O)C4(CC)O)C2=NC5=C1C=C(C=C5)O. Drug 2: C1CN(P(=O)(OC1)NCCCl)CCCl. Cell line: SN12C. Synergy scores: CSS=13.7, Synergy_ZIP=3.68, Synergy_Bliss=6.11, Synergy_Loewe=-28.3, Synergy_HSA=1.20. (6) Drug 1: CCN(CC)CCNC(=O)C1=C(NC(=C1C)C=C2C3=C(C=CC(=C3)F)NC2=O)C. Drug 2: CC12CCC3C(C1CCC2O)C(CC4=C3C=CC(=C4)O)CCCCCCCCCS(=O)CCCC(C(F)(F)F)(F)F. Cell line: MDA-MB-231. Synergy scores: CSS=-3.31, Synergy_ZIP=3.41, Synergy_Bliss=2.77, Synergy_Loewe=-4.46, Synergy_HSA=-4.15. (7) Drug 1: CCCS(=O)(=O)NC1=C(C(=C(C=C1)F)C(=O)C2=CNC3=C2C=C(C=N3)C4=CC=C(C=C4)Cl)F. Drug 2: CC=C1C(=O)NC(C(=O)OC2CC(=O)NC(C(=O)NC(CSSCCC=C2)C(=O)N1)C(C)C)C(C)C. Cell line: SK-MEL-5. Synergy scores: CSS=58.8, Synergy_ZIP=-5.81, Synergy_Bliss=-7.77, Synergy_Loewe=-21.5, Synergy_HSA=-4.03. (8) Drug 1: CC(CN1CC(=O)NC(=O)C1)N2CC(=O)NC(=O)C2. Drug 2: CC1C(C(CC(O1)OC2CC(CC3=C2C(=C4C(=C3O)C(=O)C5=C(C4=O)C(=CC=C5)OC)O)(C(=O)CO)O)N)O.Cl. Cell line: SK-OV-3. Synergy scores: CSS=27.1, Synergy_ZIP=-2.82, Synergy_Bliss=-4.12, Synergy_Loewe=-13.2, Synergy_HSA=-1.82. (9) Drug 1: CC1=C(N=C(N=C1N)C(CC(=O)N)NCC(C(=O)N)N)C(=O)NC(C(C2=CN=CN2)OC3C(C(C(C(O3)CO)O)O)OC4C(C(C(C(O4)CO)O)OC(=O)N)O)C(=O)NC(C)C(C(C)C(=O)NC(C(C)O)C(=O)NCCC5=NC(=CS5)C6=NC(=CS6)C(=O)NCCC[S+](C)C)O. Drug 2: C1=NNC2=C1C(=O)NC=N2. Cell line: ACHN. Synergy scores: CSS=51.3, Synergy_ZIP=-1.58, Synergy_Bliss=-1.91, Synergy_Loewe=-26.2, Synergy_HSA=-0.395. (10) Drug 1: C(CN)CNCCSP(=O)(O)O. Drug 2: B(C(CC(C)C)NC(=O)C(CC1=CC=CC=C1)NC(=O)C2=NC=CN=C2)(O)O. Cell line: OVCAR-8. Synergy scores: CSS=33.7, Synergy_ZIP=7.52, Synergy_Bliss=2.29, Synergy_Loewe=-51.2, Synergy_HSA=1.32.